Task: Predict the reactants needed to synthesize the given product.. Dataset: Full USPTO retrosynthesis dataset with 1.9M reactions from patents (1976-2016) (1) Given the product [N+:1]([C:4]1[CH:17]=[C:16]2[C:7]([CH2:8][CH2:9][C:10]3[S:14][C:13]([NH:15][S:24]([C:21]4[CH:20]=[CH:19][C:18]([C:28]5[CH:33]=[CH:32][CH:31]=[CH:30][CH:29]=5)=[CH:23][CH:22]=4)(=[O:26])=[O:25])=[N:12][C:11]=32)=[CH:6][CH:5]=1)([O-:3])=[O:2], predict the reactants needed to synthesize it. The reactants are: [N+:1]([C:4]1[CH:17]=[C:16]2[C:7]([CH2:8][CH2:9][C:10]3[S:14][C:13]([NH2:15])=[N:12][C:11]=32)=[CH:6][CH:5]=1)([O-:3])=[O:2].[C:18]1([C:28]2[CH:33]=[CH:32][CH:31]=[CH:30][CH:29]=2)[CH:23]=[CH:22][C:21]([S:24](Cl)(=[O:26])=[O:25])=[CH:20][CH:19]=1. (2) Given the product [CH2:15]([N:22]([CH3:23])[C:11](=[O:12])[C:10]([C:3]1[C:4]2[C:9](=[CH:8][CH:7]=[CH:6][CH:5]=2)[NH:1][CH:2]=1)=[O:14])[C:16]1[CH:21]=[CH:20][CH:19]=[CH:18][CH:17]=1, predict the reactants needed to synthesize it. The reactants are: [NH:1]1[C:9]2[C:4](=[CH:5][CH:6]=[CH:7][CH:8]=2)[C:3]([C:10](=[O:14])[C:11](Cl)=[O:12])=[CH:2]1.[CH2:15]([NH:22][CH3:23])[C:16]1[CH:21]=[CH:20][CH:19]=[CH:18][CH:17]=1.